From a dataset of NCI-60 drug combinations with 297,098 pairs across 59 cell lines. Regression. Given two drug SMILES strings and cell line genomic features, predict the synergy score measuring deviation from expected non-interaction effect. (1) Drug 1: CC12CCC(CC1=CCC3C2CCC4(C3CC=C4C5=CN=CC=C5)C)O. Drug 2: C#CCC(CC1=CN=C2C(=N1)C(=NC(=N2)N)N)C3=CC=C(C=C3)C(=O)NC(CCC(=O)O)C(=O)O. Cell line: SK-MEL-5. Synergy scores: CSS=-2.63, Synergy_ZIP=-0.984, Synergy_Bliss=-3.49, Synergy_Loewe=-4.97, Synergy_HSA=-5.30. (2) Drug 1: C1=C(C(=O)NC(=O)N1)N(CCCl)CCCl. Drug 2: CC1=C2C(C(=O)C3(C(CC4C(C3C(C(C2(C)C)(CC1OC(=O)C(C(C5=CC=CC=C5)NC(=O)OC(C)(C)C)O)O)OC(=O)C6=CC=CC=C6)(CO4)OC(=O)C)O)C)O. Cell line: NCI-H522. Synergy scores: CSS=32.9, Synergy_ZIP=-16.2, Synergy_Bliss=-16.1, Synergy_Loewe=-21.1, Synergy_HSA=-9.33. (3) Drug 1: CC1OCC2C(O1)C(C(C(O2)OC3C4COC(=O)C4C(C5=CC6=C(C=C35)OCO6)C7=CC(=C(C(=C7)OC)O)OC)O)O. Drug 2: CCC1(CC2CC(C3=C(CCN(C2)C1)C4=CC=CC=C4N3)(C5=C(C=C6C(=C5)C78CCN9C7C(C=CC9)(C(C(C8N6C)(C(=O)OC)O)OC(=O)C)CC)OC)C(=O)OC)O.OS(=O)(=O)O. Cell line: NCI-H460. Synergy scores: CSS=56.0, Synergy_ZIP=2.90, Synergy_Bliss=2.75, Synergy_Loewe=4.97, Synergy_HSA=5.84. (4) Drug 2: CC1=C(C=C(C=C1)NC(=O)C2=CC=C(C=C2)CN3CCN(CC3)C)NC4=NC=CC(=N4)C5=CN=CC=C5. Synergy scores: CSS=7.02, Synergy_ZIP=1.62, Synergy_Bliss=5.54, Synergy_Loewe=1.63, Synergy_HSA=1.50. Drug 1: CS(=O)(=O)C1=CC(=C(C=C1)C(=O)NC2=CC(=C(C=C2)Cl)C3=CC=CC=N3)Cl. Cell line: SF-268. (5) Drug 1: CCN(CC)CCCC(C)NC1=C2C=C(C=CC2=NC3=C1C=CC(=C3)Cl)OC. Drug 2: C1CNP(=O)(OC1)N(CCCl)CCCl. Cell line: NCI-H460. Synergy scores: CSS=-1.98, Synergy_ZIP=-0.225, Synergy_Bliss=-2.43, Synergy_Loewe=0.915, Synergy_HSA=-5.72. (6) Drug 1: CCC(=C(C1=CC=CC=C1)C2=CC=C(C=C2)OCCN(C)C)C3=CC=CC=C3.C(C(=O)O)C(CC(=O)O)(C(=O)O)O. Drug 2: C1=NC2=C(N1)C(=S)N=CN2. Cell line: BT-549. Synergy scores: CSS=37.6, Synergy_ZIP=-0.650, Synergy_Bliss=-0.178, Synergy_Loewe=-26.7, Synergy_HSA=0.0332. (7) Drug 1: CC1CCC2CC(C(=CC=CC=CC(CC(C(=O)C(C(C(=CC(C(=O)CC(OC(=O)C3CCCCN3C(=O)C(=O)C1(O2)O)C(C)CC4CCC(C(C4)OC)O)C)C)O)OC)C)C)C)OC. Synergy scores: CSS=7.93, Synergy_ZIP=-1.57, Synergy_Bliss=2.45, Synergy_Loewe=-10.9, Synergy_HSA=-0.314. Cell line: NCI-H226. Drug 2: C(CN)CNCCSP(=O)(O)O. (8) Drug 1: C1=NC2=C(N=C(N=C2N1C3C(C(C(O3)CO)O)F)Cl)N. Drug 2: C1CN1C2=NC(=NC(=N2)N3CC3)N4CC4. Cell line: MCF7. Synergy scores: CSS=11.4, Synergy_ZIP=1.80, Synergy_Bliss=3.36, Synergy_Loewe=-5.00, Synergy_HSA=-3.77. (9) Drug 1: C1=CN(C(=O)N=C1N)C2C(C(C(O2)CO)O)O.Cl. Drug 2: C1=NC2=C(N=C(N=C2N1C3C(C(C(O3)CO)O)O)F)N. Cell line: NCI/ADR-RES. Synergy scores: CSS=22.4, Synergy_ZIP=-4.51, Synergy_Bliss=-3.36, Synergy_Loewe=-5.88, Synergy_HSA=-0.756.